Task: Predict the reaction yield, written as a fraction of the theoretical maximum amount of product (1.0 means a 100% yield; for example, 0.34 means a 34% yield).. Dataset: Buchwald-Hartwig C-N cross coupling reaction yields with 55,370 reactions The reactants are Brc1cccnc1.Cc1ccc(N)cc1.O=S(=O)(O[Pd]1c2ccccc2-c2ccccc2N~1)C(F)(F)F.COc1ccc(OC)c(P(C(C)(C)C)C(C)(C)C)c1-c1c(C(C)C)cc(C(C)C)cc1C(C)C.CN(C)C(=NC(C)(C)C)N(C)C.c1ccc(-c2ccno2)cc1. No catalyst specified. The product is Cc1ccc(Nc2cccnc2)cc1. The yield is 0.580.